From a dataset of CYP2C19 inhibition data for predicting drug metabolism from PubChem BioAssay. Regression/Classification. Given a drug SMILES string, predict its absorption, distribution, metabolism, or excretion properties. Task type varies by dataset: regression for continuous measurements (e.g., permeability, clearance, half-life) or binary classification for categorical outcomes (e.g., BBB penetration, CYP inhibition). Dataset: cyp2c19_veith. (1) The drug is CC[C@@]12CCCN3CCc4c(n(c5ccccc45)C(=O)C1)[C@H]32. The result is 0 (non-inhibitor). (2) The drug is COCCCNC(=O)C(=O)N/N=C/c1ccc(OCC(=O)Nc2cccc(Cl)c2C)c(OC)c1. The result is 1 (inhibitor). (3) The drug is Cc1ccc2nc(SCC(=O)NCc3cccs3)c(C#N)cc2c1. The result is 0 (non-inhibitor). (4) The compound is Cc1ccc2c(c1)nnn2C1CCN(S(=O)(=O)c2ccc(C(=O)N3C(C)CCCC3C)cc2)CC1. The result is 1 (inhibitor). (5) The result is 0 (non-inhibitor). The compound is Cc1cnc(C(=O)OCC(=O)NC(C)C)cn1. (6) The drug is Cc1occc1C(=O)NCc1ccccc1. The result is 1 (inhibitor). (7) The drug is COc1ncc2nc(-c3cn(C)c4ccccc34)c(=O)n(CCC#N)c2n1. The result is 0 (non-inhibitor).